Dataset: Reaction yield outcomes from USPTO patents with 853,638 reactions. Task: Predict the reaction yield, written as a fraction of the theoretical maximum amount of product (1.0 means a 100% yield; for example, 0.34 means a 34% yield). The reactants are O1C(C2C=C(N[C:13]3[N:18]=[C:17]([C:19]4[C:20]([C:28]5[CH:29]=[C:30]([NH:34][C:35](=[O:42])[CH2:36][C:37]6[S:38][CH:39]=[CH:40][CH:41]=6)[CH:31]=[CH:32][CH:33]=5)=[N:21][N:22]5[CH:27]=[CH:26][CH:25]=[CH:24][C:23]=45)[CH:16]=[CH:15][N:14]=3)C=CC=2)=CN=C1.[NH2:43][C:44]1[CH:45]=[C:46]2[C:50](=[CH:51][CH:52]=1)[CH2:49][CH:48]([NH:53][C:54](=[O:59])[C:55]([F:58])([F:57])[F:56])[CH2:47]2.Cl.C(OCC)C. The catalyst is CC(O)C. The product is [F:58][C:55]([F:56])([F:57])[C:54]([NH:53][CH:48]1[CH2:47][C:46]2[C:50](=[CH:51][CH:52]=[C:44]([NH:43][C:13]3[N:18]=[C:17]([C:19]4[C:20]([C:28]5[CH:33]=[CH:32][CH:31]=[C:30]([NH:34][C:35](=[O:42])[CH2:36][C:37]6[S:38][CH:39]=[CH:40][CH:41]=6)[CH:29]=5)=[N:21][N:22]5[CH:27]=[CH:26][CH:25]=[CH:24][C:23]=45)[CH:16]=[CH:15][N:14]=3)[CH:45]=2)[CH2:49]1)=[O:59]. The yield is 0.380.